Task: Predict which catalyst facilitates the given reaction.. Dataset: Catalyst prediction with 721,799 reactions and 888 catalyst types from USPTO (1) Reactant: Cl.[N:2]1([C:8]2[CH:13]=[CH:12][C:11](/[CH:14]=[CH:15]/[C:16]3[C:24]4[C:19](=[CH:20][CH:21]=[CH:22][CH:23]=4)[NH:18][N:17]=3)=[CH:10][CH:9]=2)[CH2:7][CH2:6][NH:5][CH2:4][CH2:3]1.[C:25](O)(=[O:27])[CH3:26].O.ON1C2C=CC=CC=2N=N1.Cl.C(N=C=NCCCN(C)C)C.CN1CCOCC1.C(=O)([O-])O.[Na+]. Product: [C:25]([N:5]1[CH2:6][CH2:7][N:2]([C:8]2[CH:13]=[CH:12][C:11](/[CH:14]=[CH:15]/[C:16]3[C:24]4[C:19](=[CH:20][CH:21]=[CH:22][CH:23]=4)[NH:18][N:17]=3)=[CH:10][CH:9]=2)[CH2:3][CH2:4]1)(=[O:27])[CH3:26]. The catalyst class is: 1. (2) Reactant: C[O:2][C:3](=[O:14])[C:4]1[CH:9]=[C:8]([N+:10]([O-:12])=[O:11])[CH:7]=[C:6](N)[CH:5]=1.[OH:15]S(O)(=O)=O.N([O-])=O.[Na+].[NH4+].[OH-]. Product: [OH:15][C:6]1[CH:5]=[C:4]([CH:9]=[C:8]([N+:10]([O-:12])=[O:11])[CH:7]=1)[C:3]([OH:2])=[O:14]. The catalyst class is: 6. (3) Product: [CH3:35][O:34][C:31]1[CH:30]=[CH:29][C:28]([CH2:27][N:17]([CH2:18][C:19]2[CH:24]=[CH:23][C:22]([O:25][CH3:26])=[CH:21][CH:20]=2)[C:12]2[N:11]=[C:10]([O:36][CH3:37])[C:9]([S:8][C:4]3[CH:3]=[C:2]([NH:1][C:45](=[O:48])[CH2:46][CH3:47])[CH:7]=[CH:6][CH:5]=3)=[C:14]([O:15][CH3:16])[N:13]=2)=[CH:33][CH:32]=1. Reactant: [NH2:1][C:2]1[CH:3]=[C:4]([S:8][C:9]2[C:10]([O:36][CH3:37])=[N:11][C:12]([N:17]([CH2:27][C:28]3[CH:33]=[CH:32][C:31]([O:34][CH3:35])=[CH:30][CH:29]=3)[CH2:18][C:19]3[CH:24]=[CH:23][C:22]([O:25][CH3:26])=[CH:21][CH:20]=3)=[N:13][C:14]=2[O:15][CH3:16])[CH:5]=[CH:6][CH:7]=1.CCN(CC)CC.[C:45](Cl)(=[O:48])[CH2:46][CH3:47]. The catalyst class is: 2.